From a dataset of Forward reaction prediction with 1.9M reactions from USPTO patents (1976-2016). Predict the product of the given reaction. (1) Given the reactants [F:1][C:2]([F:7])([F:6])[C:3]([OH:5])=[O:4].[CH3:8][C:9]1[S:13][C:12]([S:14][CH:15]2[CH2:20][CH2:19][NH:18][CH2:17][CH2:16]2)=[N:11][N:10]=1.[C:21]([N:24]1[CH2:29][CH2:28][CH:27]([C:30]([N:32]([C:37]2[CH:42]=[CH:41][CH:40]=[C:39]([Cl:43])[CH:38]=2)[CH2:33][CH2:34][CH2:35]Cl)=[O:31])[CH2:26][CH2:25]1)(=[O:23])[CH3:22].C(=O)([O-])[O-].[K+].[K+].[I-].[K+].[Cl-].[Na+], predict the reaction product. The product is: [F:1][C:2]([F:7])([F:6])[C:3]([OH:5])=[O:4].[C:21]([N:24]1[CH2:29][CH2:28][CH:27]([C:30]([N:32]([C:37]2[CH:42]=[CH:41][CH:40]=[C:39]([Cl:43])[CH:38]=2)[CH2:33][CH2:34][CH2:35][N:18]2[CH2:19][CH2:20][CH:15]([S:14][C:12]3[S:13][C:9]([CH3:8])=[N:10][N:11]=3)[CH2:16][CH2:17]2)=[O:31])[CH2:26][CH2:25]1)(=[O:23])[CH3:22]. (2) Given the reactants [CH2:1]([NH:8][C:9]1[N:14]2[N:15]=[CH:16][C:17]([C:18](O)=[O:19])=[C:13]2[N:12]=[CH:11][C:10]=1[C:21]([N:23]1[CH2:28][CH2:27][CH:26]([C:29]2[CH:34]=[CH:33][CH:32]=[CH:31][CH:30]=2)[CH2:25][CH2:24]1)=[O:22])[C:2]1[CH:7]=[CH:6][CH:5]=[CH:4][CH:3]=1.C(N1C=CN=C1)(N1C=CN=C1)=O.[CH3:47][S:48]([NH2:51])(=[O:50])=[O:49].C1CCN2C(=NCCC2)CC1.C(O)(=O)CC(CC(O)=O)(C(O)=O)O, predict the reaction product. The product is: [CH2:1]([NH:8][C:9]1[N:14]2[N:15]=[CH:16][C:17]([C:18]([NH:51][S:48]([CH3:47])(=[O:50])=[O:49])=[O:19])=[C:13]2[N:12]=[CH:11][C:10]=1[C:21]([N:23]1[CH2:24][CH2:25][CH:26]([C:29]2[CH:34]=[CH:33][CH:32]=[CH:31][CH:30]=2)[CH2:27][CH2:28]1)=[O:22])[C:2]1[CH:3]=[CH:4][CH:5]=[CH:6][CH:7]=1. (3) Given the reactants Cl[C:2]1C=C(C=C(C)N=1)C(O)=O.[CH2:12]([O:14][C:15]1[CH:16]=[C:17]([CH:21]=[C:22]([CH3:24])[N:23]=1)[C:18]([OH:20])=[O:19])[CH3:13], predict the reaction product. The product is: [CH:12]([O:14][C:15]1[CH:16]=[C:17]([CH:21]=[C:22]([CH3:24])[N:23]=1)[C:18]([OH:20])=[O:19])([CH3:2])[CH3:13]. (4) Given the reactants [F:1][C:2]([F:34])([F:33])[C:3]1[CH:4]=[C:5]([C@H:13]2[O:18][C:17](=[O:19])[N:16]([CH2:20][C:21]3[CH:26]=[C:25]([C:27]([F:30])([F:29])[F:28])[CH:24]=[CH:23][C:22]=3I)[C@@H:15]([CH3:32])[CH2:14]2)[CH:6]=[C:7]([C:9]([F:12])([F:11])[F:10])[CH:8]=1.[C:35]([C:39]1[CH:40]=[CH:41][C:42]([O:48][CH3:49])=[C:43](B(O)O)[CH:44]=1)([CH3:38])([CH3:37])[CH3:36].C([O-])([O-])=O.[K+].[K+].C1COCC1, predict the reaction product. The product is: [F:1][C:2]([F:34])([F:33])[C:3]1[CH:4]=[C:5]([C@H:13]2[O:18][C:17](=[O:19])[N:16]([CH2:20][C:21]3[CH:26]=[C:25]([C:27]([F:30])([F:29])[F:28])[CH:24]=[CH:23][C:22]=3[C:43]3[CH:44]=[C:39]([C:35]([CH3:36])([CH3:38])[CH3:37])[CH:40]=[CH:41][C:42]=3[O:48][CH3:49])[C@@H:15]([CH3:32])[CH2:14]2)[CH:6]=[C:7]([C:9]([F:12])([F:11])[F:10])[CH:8]=1. (5) The product is: [NH2:22][C:5]1[C:6]([NH:8][CH:9]2[CH2:14][CH2:13][N:12]([C:15]([O:17][C:18]([CH3:21])([CH3:20])[CH3:19])=[O:16])[CH2:11][CH2:10]2)=[N:7][C:2]([Cl:1])=[N:3][C:4]=1[N:25]1[CH2:26][CH2:27][O:28][CH2:29][CH2:30]1. Given the reactants [Cl:1][C:2]1[N:7]=[C:6]([NH:8][CH:9]2[CH2:14][CH2:13][N:12]([C:15]([O:17][C:18]([CH3:21])([CH3:20])[CH3:19])=[O:16])[CH2:11][CH2:10]2)[C:5]([N+:22]([O-])=O)=[C:4]([N:25]2[CH2:30][CH2:29][O:28][CH2:27][CH2:26]2)[N:3]=1.NN, predict the reaction product.